This data is from Reaction yield outcomes from USPTO patents with 853,638 reactions. The task is: Predict the reaction yield, written as a fraction of the theoretical maximum amount of product (1.0 means a 100% yield; for example, 0.34 means a 34% yield). The reactants are [Cl:1][C:2]1[N:3]=[C:4]2[C:9](=[CH:10][CH:11]=1)[N:8]=[CH:7][C:6]([S:12]([CH3:15])(=[O:14])=[O:13])=[C:5]2[NH:16][C@H:17]1[CH2:22][CH2:21][C@H:20]([CH2:23][N:24]([CH3:26])[CH3:25])[CH2:19][CH2:18]1.[Cl:27][C:28]1[CH:33]=[C:32](B2OC(C)(C)C(C)(C)O2)[CH:31]=[C:30]([O:43][CH3:44])[C:29]=1[OH:45].C1(N)C(F)=C(F)C(F)=C(N)C=1F.Cl.Cl. No catalyst specified. The product is [ClH:1].[ClH:27].[Cl:27][C:28]1[CH:33]=[C:32]([C:2]2[N:3]=[C:4]3[C:9](=[CH:10][CH:11]=2)[N:8]=[CH:7][C:6]([S:12]([CH3:15])(=[O:14])=[O:13])=[C:5]3[NH:16][C@H:17]2[CH2:18][CH2:19][C@H:20]([CH2:23][N:24]([CH3:25])[CH3:26])[CH2:21][CH2:22]2)[CH:31]=[C:30]([O:43][CH3:44])[C:29]=1[OH:45]. The yield is 0.640.